From a dataset of Reaction yield outcomes from USPTO patents with 853,638 reactions. Predict the reaction yield, written as a fraction of the theoretical maximum amount of product (1.0 means a 100% yield; for example, 0.34 means a 34% yield). (1) The reactants are C[Si]([N-][Si](C)(C)C)(C)C.[Li+].[C:11]([C:14]1[N:15]=[CH:16][N:17]([CH3:19])[CH:18]=1)(=[O:13])[CH3:12].[C:20](OCC)(=[O:26])[C:21]([O:23][CH2:24][CH3:25])=[O:22]. The catalyst is O1CCCC1. The product is [CH2:24]([O:23][C:21](=[O:22])[C:20](=[O:26])[CH2:12][C:11]([C:14]1[N:15]=[CH:16][N:17]([CH3:19])[CH:18]=1)=[O:13])[CH3:25]. The yield is 0.850. (2) The reactants are [C:1]([O:5][C:6](=[O:37])[N:7]([CH2:12][C:13]1[CH:14]=[N:15][C:16]([C:19]2[S:27][C:26]3[C:21](=[N:22][CH:23]=[CH:24][C:25]=3[O:28][C:29]3[CH:34]=[CH:33][C:32]([NH2:35])=[CH:31][C:30]=3[F:36])[CH:20]=2)=[CH:17][CH:18]=1)[CH2:8][CH2:9][O:10][CH3:11])([CH3:4])([CH3:3])[CH3:2].Cl[C:39](OC1C=CC([N+]([O-])=O)=CC=1)=[O:40].[CH3:51][P:52]([C:55]1[CH:56]=[C:57]([CH:59]=[CH:60][CH:61]=1)[NH2:58])([CH3:54])=[O:53].CCN(C(C)C)C(C)C. The catalyst is O1CCCC1.CN(C=O)C. The product is [C:1]([O:5][C:6](=[O:37])[N:7]([CH2:12][C:13]1[CH:14]=[N:15][C:16]([C:19]2[S:27][C:26]3[C:21](=[N:22][CH:23]=[CH:24][C:25]=3[O:28][C:29]3[CH:34]=[CH:33][C:32]([NH:35][C:39]([NH:58][C:57]4[CH:59]=[CH:60][CH:61]=[C:55]([P:52]([CH3:51])([CH3:54])=[O:53])[CH:56]=4)=[O:40])=[CH:31][C:30]=3[F:36])[CH:20]=2)=[CH:17][CH:18]=1)[CH2:8][CH2:9][O:10][CH3:11])([CH3:4])([CH3:2])[CH3:3]. The yield is 0.840. (3) The reactants are [Cl:1][C:2]1[C:12]([O:13][CH3:14])=[CH:11][C:5]([O:6][CH2:7][CH:8]2[CH2:10][O:9]2)=[C:4]([N+:15]([O-:17])=[O:16])[CH:3]=1.[Cl:18][C:19]1[CH:31]=[CH:30][C:22]([O:23][CH:24]2[CH2:29][CH2:28][NH:27][CH2:26][CH2:25]2)=[CH:21][CH:20]=1. The catalyst is O. The product is [Cl:1][C:2]1[C:12]([O:13][CH3:14])=[CH:11][C:5]([O:6][CH2:7][CH:8]([OH:9])[CH2:10][N:27]2[CH2:26][CH2:25][CH:24]([O:23][C:22]3[CH:30]=[CH:31][C:19]([Cl:18])=[CH:20][CH:21]=3)[CH2:29][CH2:28]2)=[C:4]([N+:15]([O-:17])=[O:16])[CH:3]=1. The yield is 0.310. (4) The reactants are [C:1]([O:5][C:6](=[O:15])[CH2:7]/[N:8]=[CH:9]/[CH2:10][C:11]([CH3:14])([CH3:13])[CH3:12])([CH3:4])([CH3:3])[CH3:2].[Cl:16][C:17]1[CH:18]=[C:19](/[CH:24]=[C:25](/[C:28]2[CH:33]=[CH:32][C:31]([Cl:34])=[CH:30][C:29]=2[F:35])\[C:26]#[N:27])[CH:20]=[CH:21][C:22]=1[F:23].C(N(CC)CC)C. The catalyst is ClCCl. The product is [C:1]([O:5][C:6]([CH:7]1[CH:24]([C:19]2[CH:20]=[CH:21][C:22]([F:23])=[C:17]([Cl:16])[CH:18]=2)[C:25]([C:28]2[CH:33]=[CH:32][C:31]([Cl:34])=[CH:30][C:29]=2[F:35])([C:26]#[N:27])[CH:9]([CH2:10][C:11]([CH3:14])([CH3:13])[CH3:12])[NH:8]1)=[O:15])([CH3:4])([CH3:3])[CH3:2]. The yield is 0.240.